Predict the product of the given reaction. From a dataset of Forward reaction prediction with 1.9M reactions from USPTO patents (1976-2016). (1) The product is: [Cl:8][C:9]1[CH:10]=[C:11]([C:19]2[S:23][C:22]([N:24]3[CH:32]=[C:27]4[CH2:28][N:29]([CH2:35][CH2:34][C:33]([OH:37])=[O:36])[CH2:30][CH2:31][C:26]4=[N:25]3)=[N:21][N:20]=2)[CH:12]=[CH:13][C:14]=1[O:15][CH:16]([CH3:18])[CH3:17]. Given the reactants FC(F)(F)C(O)=O.[Cl:8][C:9]1[CH:10]=[C:11]([C:19]2[S:23][C:22]([N:24]3[CH:32]=[C:27]4[CH2:28][NH:29][CH2:30][CH2:31][C:26]4=[N:25]3)=[N:21][N:20]=2)[CH:12]=[CH:13][C:14]=1[O:15][CH:16]([CH3:18])[CH3:17].[C:33]([O:37]C(C)(C)C)(=[O:36])[CH:34]=[CH2:35].C(N(CC)CC)C.FC(F)(F)C(O)=O, predict the reaction product. (2) Given the reactants [OH:1][C:2]1[CH:9]=[CH:8][C:5]([CH:6]=O)=[CH:4][CH:3]=1.C1(=O)O[CH2:13][CH2:12][O:11]1.[C:16](=O)([O-])[O-].[K+].[K+], predict the reaction product. The product is: [OH:11][CH2:12][CH2:13][O:1][C:2]1[CH:9]=[CH:8][C:5]([CH:6]=[CH2:16])=[CH:4][CH:3]=1. (3) Given the reactants C([O:3][C:4]([C:6]1[NH:7][C:8]2[C:13]([C:14]=1[CH2:15][CH2:16][C:17]([O:19]CC)=[O:18])=[CH:12][CH:11]=[CH:10][CH:9]=2)=[O:5])C.Br[CH2:23][C:24]1[C:33]2[C:28](=[CH:29][CH:30]=[CH:31][CH:32]=2)[CH:27]=[CH:26][CH:25]=1, predict the reaction product. The product is: [C:17]([CH2:16][CH2:15][C:14]1[C:13]2[C:8](=[CH:9][CH:10]=[CH:11][CH:12]=2)[N:7]([CH2:23][C:24]2[C:33]3[C:28](=[CH:29][CH:30]=[CH:31][CH:32]=3)[CH:27]=[CH:26][CH:25]=2)[C:6]=1[C:4]([OH:3])=[O:5])([OH:19])=[O:18]. (4) Given the reactants [H-].[Na+].Br[CH2:4][C:5]1[CH:15]=[CH:14][C:8]([C:9]([O:11][CH2:12][CH3:13])=[O:10])=[CH:7][CH:6]=1.C(OP(OCC)OCC)C.[CH:26](=O)[C:27]1[O:31][CH:30]=[CH:29][CH:28]=1, predict the reaction product. The product is: [CH2:12]([O:11][C:9](=[O:10])[C:8]1[CH:14]=[CH:15][C:5](/[CH:4]=[CH:26]/[C:27]2[O:31][CH:30]=[CH:29][CH:28]=2)=[CH:6][CH:7]=1)[CH3:13]. (5) Given the reactants [OH:1][C@@H:2]1[C@H:6]([OH:7])[C@@H:5]([CH2:8][OH:9])[O:4][C@H:3]1[N:10]1[CH:18]=[N:17][C:16]2[C:11]1=[N:12][C:13]([N:20]1[CH:24]=[C:23]([C:25]([NH:27][CH2:28][CH:29]3[CH2:33][CH2:32][CH2:31][CH2:30]3)=[O:26])[CH:22]=[N:21]1)=[N:14][C:15]=2[NH2:19].[Cl:34][C:35]1C=CC(CN)=CC=1, predict the reaction product. The product is: [OH:1][C@@H:2]1[C@H:6]([OH:7])[CH:5]([CH2:8][OH:9])[O:4][C@H:3]1[N:10]1[CH:18]=[N:17][C:16]2[C:11]1=[N:12][C:13]([N:20]1[CH:24]=[C:23]([C:25]([NH:27][CH2:28][C:29]3[CH:33]=[CH:32][C:35]([Cl:34])=[CH:31][CH:30]=3)=[O:26])[CH:22]=[N:21]1)=[N:14][C:15]=2[NH2:19].